Predict the reactants needed to synthesize the given product. From a dataset of Full USPTO retrosynthesis dataset with 1.9M reactions from patents (1976-2016). Given the product [Cl:20][C:19]1[N:9]2[CH:10]=[C:11]([C:24]3[CH:25]=[N:21][NH:22][CH:23]=3)[CH:12]=[C:13]([C:14]([F:15])([F:16])[F:17])[C:8]2=[N:7][C:6]=1[C:4]([OH:3])=[O:5], predict the reactants needed to synthesize it. The reactants are: C([O:3][C:4]([C:6]1[N:7]=[C:8]2[C:13]([C:14]([F:17])([F:16])[F:15])=[CH:12][C:11](Br)=[CH:10][N:9]2[C:19]=1[Cl:20])=[O:5])C.[NH:21]1[CH:25]=[C:24](B2OC(C)(C)C(C)(C)O2)[CH:23]=[N:22]1.